From a dataset of NCI-60 drug combinations with 297,098 pairs across 59 cell lines. Regression. Given two drug SMILES strings and cell line genomic features, predict the synergy score measuring deviation from expected non-interaction effect. (1) Drug 2: C(CN)CNCCSP(=O)(O)O. Cell line: DU-145. Synergy scores: CSS=-5.20, Synergy_ZIP=0.275, Synergy_Bliss=-2.44, Synergy_Loewe=-4.09, Synergy_HSA=-4.76. Drug 1: COC1=NC(=NC2=C1N=CN2C3C(C(C(O3)CO)O)O)N. (2) Drug 1: C(=O)(N)NO. Drug 2: N.N.Cl[Pt+2]Cl. Cell line: K-562. Synergy scores: CSS=37.1, Synergy_ZIP=-1.30, Synergy_Bliss=-0.857, Synergy_Loewe=-3.14, Synergy_HSA=2.02. (3) Drug 1: C1CN1P(=S)(N2CC2)N3CC3. Drug 2: C(CCl)NC(=O)N(CCCl)N=O. Cell line: ACHN. Synergy scores: CSS=45.8, Synergy_ZIP=-1.00, Synergy_Bliss=-0.670, Synergy_Loewe=-16.5, Synergy_HSA=0.539. (4) Drug 1: CC1=C2C(C(=O)C3(C(CC4C(C3C(C(C2(C)C)(CC1OC(=O)C(C(C5=CC=CC=C5)NC(=O)C6=CC=CC=C6)O)O)OC(=O)C7=CC=CC=C7)(CO4)OC(=O)C)O)C)OC(=O)C. Drug 2: CN(C(=O)NC(C=O)C(C(C(CO)O)O)O)N=O. Cell line: M14. Synergy scores: CSS=7.36, Synergy_ZIP=-9.98, Synergy_Bliss=-3.83, Synergy_Loewe=-32.7, Synergy_HSA=-3.10. (5) Drug 1: CC(C1=C(C=CC(=C1Cl)F)Cl)OC2=C(N=CC(=C2)C3=CN(N=C3)C4CCNCC4)N. Drug 2: CCN(CC)CCNC(=O)C1=C(NC(=C1C)C=C2C3=C(C=CC(=C3)F)NC2=O)C. Cell line: OVCAR-8. Synergy scores: CSS=3.07, Synergy_ZIP=0.804, Synergy_Bliss=-0.635, Synergy_Loewe=-4.26, Synergy_HSA=-3.27. (6) Drug 1: CC1C(C(=O)NC(C(=O)N2CCCC2C(=O)N(CC(=O)N(C(C(=O)O1)C(C)C)C)C)C(C)C)NC(=O)C3=C4C(=C(C=C3)C)OC5=C(C(=O)C(=C(C5=N4)C(=O)NC6C(OC(=O)C(N(C(=O)CN(C(=O)C7CCCN7C(=O)C(NC6=O)C(C)C)C)C)C(C)C)C)N)C. Drug 2: CN(CC1=CN=C2C(=N1)C(=NC(=N2)N)N)C3=CC=C(C=C3)C(=O)NC(CCC(=O)O)C(=O)O. Cell line: NCI-H460. Synergy scores: CSS=12.2, Synergy_ZIP=14.2, Synergy_Bliss=11.9, Synergy_Loewe=-10.4, Synergy_HSA=11.9. (7) Drug 1: CC1=C(C(CCC1)(C)C)C=CC(=CC=CC(=CC(=O)O)C)C. Drug 2: CC1CCC2CC(C(=CC=CC=CC(CC(C(=O)C(C(C(=CC(C(=O)CC(OC(=O)C3CCCCN3C(=O)C(=O)C1(O2)O)C(C)CC4CCC(C(C4)OC)O)C)C)O)OC)C)C)C)OC. Cell line: MDA-MB-231. Synergy scores: CSS=-2.26, Synergy_ZIP=2.01, Synergy_Bliss=5.06, Synergy_Loewe=1.15, Synergy_HSA=0.733.